Dataset: Forward reaction prediction with 1.9M reactions from USPTO patents (1976-2016). Task: Predict the product of the given reaction. (1) Given the reactants [F:1][C:2]1[CH:3]=[CH:4][C:5]([N+:16]([O-])=O)=[C:6]([NH:8][C:9]2[CH:14]=[CH:13][C:12]([F:15])=[CH:11][N:10]=2)[CH:7]=1, predict the reaction product. The product is: [F:1][C:2]1[CH:7]=[C:6]([NH:8][C:9]2[CH:14]=[CH:13][C:12]([F:15])=[CH:11][N:10]=2)[C:5]([NH2:16])=[CH:4][CH:3]=1. (2) Given the reactants [O:1]1[CH2:6][CH2:5][N:4]([C:7]2[C:8]3[N:16]=[C:15](Cl)[CH:14]=[CH:13][C:9]=3[N:10]=[CH:11][N:12]=2)[CH2:3][CH2:2]1.[Cl:18][C:19]1[CH:20]=[C:21](B(O)O)[CH:22]=[CH:23][C:24]=1[Cl:25], predict the reaction product. The product is: [O:1]1[CH2:6][CH2:5][N:4]([C:7]2[C:8]3[N:16]=[C:15]([C:22]4[CH:21]=[CH:20][C:19]([Cl:18])=[C:24]([Cl:25])[CH:23]=4)[CH:14]=[CH:13][C:9]=3[N:10]=[CH:11][N:12]=2)[CH2:3][CH2:2]1. (3) Given the reactants [CH3:1][C:2]1[CH:3]=[CH:4][CH:5]=[CH:6][C:7]=1[C:8]([NH:10][C:11]1[CH:12]=[CH:13][C:14]([C:18]([N:20]2[C:26]3[CH:27]=[CH:28][C:29]([Cl:31])=[CH:30][C:25]=3[CH:24]([OH:32])[CH2:23][CH2:22][CH2:21]2)=[O:19])=[C:15]([CH3:17])[CH:16]=1)=[O:9].Cl.[CH3:34][N:35]([CH3:42])[CH2:36][CH2:37][CH2:38][C:39](O)=[O:40].Cl.CN(C)CCCN=C=NCC.C(=O)([O-])O.[Na+], predict the reaction product. The product is: [ClH:31].[CH3:34][N:35]([CH3:42])[CH2:36][CH2:37][CH2:38][C:39]([O:32][CH:24]1[CH2:23][CH2:22][CH2:21][N:20]([C:18](=[O:19])[C:14]2[CH:13]=[CH:12][C:11]([NH:10][C:8](=[O:9])[C:7]3[CH:6]=[CH:5][CH:4]=[CH:3][C:2]=3[CH3:1])=[CH:16][C:15]=2[CH3:17])[C:26]2[CH:27]=[CH:28][C:29]([Cl:31])=[CH:30][C:25]1=2)=[O:40]. (4) Given the reactants [NH2:1][C:2]1[CH:11]=[C:10]2[C:5]([CH:6]=[CH:7][C:8]([CH3:12])=[N:9]2)=[CH:4][CH:3]=1.[N:13]1[CH:18]=[CH:17][CH:16]=[CH:15][C:14]=1[C:19]1[CH:27]=[CH:26][C:22]([C:23](O)=[O:24])=[CH:21][CH:20]=1, predict the reaction product. The product is: [CH3:12][C:8]1[CH:7]=[CH:6][C:5]2[C:10](=[CH:11][C:2]([NH:1][C:23](=[O:24])[C:22]3[CH:26]=[CH:27][C:19]([C:14]4[CH:15]=[CH:16][CH:17]=[CH:18][N:13]=4)=[CH:20][CH:21]=3)=[CH:3][CH:4]=2)[N:9]=1. (5) Given the reactants Br[C:2]1[CH:3]=[C:4]2[C:8](=[CH:9][CH:10]=1)[C:7](=[O:11])[O:6][CH2:5]2.[CH3:12][C:13]1([CH3:29])[C:17]([CH3:19])([CH3:18])[O:16][B:15]([B:15]2[O:16][C:17]([CH3:19])([CH3:18])[C:13]([CH3:29])([CH3:12])[O:14]2)[O:14]1.CC([O-])=O.[K+], predict the reaction product. The product is: [CH3:12][C:13]1([CH3:29])[C:17]([CH3:19])([CH3:18])[O:16][B:15]([C:2]2[CH:3]=[C:4]3[C:8](=[CH:9][CH:10]=2)[C:7](=[O:11])[O:6][CH2:5]3)[O:14]1. (6) Given the reactants [Cl:1][C:2]1[CH:3]=[CH:4][C:5]([C:8]([C:19]2[CH:24]=[C:23]([C:25]([F:28])([F:27])[F:26])[CH:22]=[C:21]([F:29])[CH:20]=2)([N:16]=[C:17]=S)[CH2:9][C:10]2[CH:15]=[CH:14][CH:13]=[CH:12][CH:11]=2)=[N:6][CH:7]=1.[N:30]([CH2:33][C:34]([C:36]1[CH:41]=[CH:40][CH:39]=[CH:38][CH:37]=1)=[O:35])=[N+]=[N-].C1(P(C2C=CC=CC=2)C2C=CC=CC=2)C=CC=CC=1, predict the reaction product. The product is: [Cl:1][C:2]1[CH:3]=[CH:4][C:5]([C:8]([NH:16][C:17]2[O:35][C:34]([C:36]3[CH:41]=[CH:40][CH:39]=[CH:38][CH:37]=3)=[CH:33][N:30]=2)([C:19]2[CH:24]=[C:23]([C:25]([F:28])([F:27])[F:26])[CH:22]=[C:21]([F:29])[CH:20]=2)[CH2:9][C:10]2[CH:15]=[CH:14][CH:13]=[CH:12][CH:11]=2)=[N:6][CH:7]=1. (7) Given the reactants [O:1]=[C:2]1[C:10]2[C:5](=[CH:6][C:7]([NH:11][C:12](=[O:35])[C:13]([CH2:28][C:29]3[CH:34]=[CH:33][CH:32]=[CH:31][CH:30]=3)([OH:27])[CH2:14][C:15]([C:18]3[CH:23]=[C:22]([F:24])[CH:21]=[CH:20][C:19]=3[O:25]C)([CH3:17])[CH3:16])=[CH:8][CH:9]=2)[CH2:4][O:3]1.B(Br)(Br)Br, predict the reaction product. The product is: [O:1]=[C:2]1[C:10]2[C:5](=[CH:6][C:7]([NH:11][C:12](=[O:35])[C:13]([CH2:28][C:29]3[CH:30]=[CH:31][CH:32]=[CH:33][CH:34]=3)([OH:27])[CH2:14][C:15]([C:18]3[CH:23]=[C:22]([F:24])[CH:21]=[CH:20][C:19]=3[OH:25])([CH3:17])[CH3:16])=[CH:8][CH:9]=2)[CH2:4][O:3]1. (8) Given the reactants [C:1]([NH:4][C:5]1[N:6]=[C:7]2[CH:12]=[CH:11][C:10]([C:13]3[N:17]([CH:18]4[CH2:23]CN(C(OC(C)(C)C)=O)CC4)[CH:16]=[N:15][C:14]=3[C:31]3[CH:36]=[CH:35][C:34]([F:37])=[CH:33][CH:32]=3)=[N:9][N:8]2[CH:38]=1)(=[O:3])[CH3:2].[CH3:39][C:40]1(C)C(C)(C)OB(C2C=CC3N(C=C(NC(=O)C)N=3)N=2)O1.BrC1N2C=CC=CC2=NC=1C1C=CC(F)=CC=1, predict the reaction product. The product is: [F:37][C:34]1[CH:35]=[CH:36][C:31]([C:14]2[N:15]=[C:16]3[CH:40]=[CH:39][CH:23]=[CH:18][N:17]3[C:13]=2[C:10]2[CH:11]=[CH:12][C:7]3[N:8]([CH:38]=[C:5]([NH:4][C:1](=[O:3])[CH3:2])[N:6]=3)[N:9]=2)=[CH:32][CH:33]=1.